Predict the product of the given reaction. From a dataset of Forward reaction prediction with 1.9M reactions from USPTO patents (1976-2016). (1) Given the reactants [Cl:1][C:2]1[CH:3]=[C:4]2[C:9](=[CH:10][CH:11]=1)[N:8]=[C:7]([CH3:12])[C:6]([CH3:13])=[C:5]2[N:14]1[C:22]2[C:17](=[CH:18][CH:19]=[C:20](I)[CH:21]=2)[C:16]([CH3:25])([CH3:24])[CH2:15]1.CC1(C)C(C)(C)OB([C:34]2[CH:35]=[N:36][NH:37][CH:38]=2)O1, predict the reaction product. The product is: [Cl:1][C:2]1[CH:3]=[C:4]2[C:9](=[CH:10][CH:11]=1)[N:8]=[C:7]([CH3:12])[C:6]([CH3:13])=[C:5]2[N:14]1[C:22]2[C:17](=[CH:18][CH:19]=[C:20]([C:34]3[CH:35]=[N:36][NH:37][CH:38]=3)[CH:21]=2)[C:16]([CH3:25])([CH3:24])[CH2:15]1. (2) Given the reactants [CH3:1][C:2]1[CH:7]=[CH:6][C:5]([NH:8][C:9](=[O:22])[C:10]2[CH:15]=[CH:14][C:13]([CH2:16]Br)=[C:12]([C:18]([F:21])([F:20])[F:19])[CH:11]=2)=[CH:4][C:3]=1[NH:23][C:24](=[O:33])[CH:25]=[CH:26][C:27]1[CH:28]=[N:29][CH:30]=[CH:31][CH:32]=1.C(=O)([O-])[O-].[K+].[K+].[CH3:40][N:41]1[CH2:46][CH2:45][NH:44][CH2:43][CH2:42]1, predict the reaction product. The product is: [CH3:1][C:2]1[CH:7]=[CH:6][C:5]([NH:8][C:9](=[O:22])[C:10]2[CH:15]=[CH:14][C:13]([CH2:16][N:44]3[CH2:45][CH2:46][N:41]([CH3:40])[CH2:42][CH2:43]3)=[C:12]([C:18]([F:21])([F:20])[F:19])[CH:11]=2)=[CH:4][C:3]=1[NH:23][C:24](=[O:33])[CH:25]=[CH:26][C:27]1[CH:28]=[N:29][CH:30]=[CH:31][CH:32]=1. (3) The product is: [Cl:14][C:7]1[C:8]2[C:13](=[CH:12][CH:11]=[CH:10][CH:9]=2)[C:4]([CH2:1][CH2:2][CH2:3][OH:25])=[C:5]([OH:15])[N:6]=1. Given the reactants [CH2:1]([C:4]1[C:13]2[C:8](=[CH:9][CH:10]=[CH:11][CH:12]=2)[C:7]([Cl:14])=[N:6][C:5]=1[OH:15])[CH:2]=[CH2:3].B1C2CCCC1CCC2.[OH-:25].[Na+].OO, predict the reaction product. (4) The product is: [C:1]([O:5][C:6]([N:8]1[CH2:13][CH2:12][CH:11]([N:14]2[C:18]3=[N:19][CH:20]=[N:21][C:22]([O:32][C:28]4[C:29]([CH3:31])=[N:30][C:25]([Cl:24])=[CH:26][CH:27]=4)=[C:17]3[CH:16]=[N:15]2)[CH2:10][CH2:9]1)=[O:7])([CH3:3])([CH3:4])[CH3:2]. Given the reactants [C:1]([O:5][C:6]([N:8]1[CH2:13][CH2:12][CH:11]([N:14]2[C:18]3=[N:19][CH:20]=[N:21][C:22](Cl)=[C:17]3[CH:16]=[N:15]2)[CH2:10][CH2:9]1)=[O:7])([CH3:4])([CH3:3])[CH3:2].[Cl:24][C:25]1[N:30]=[C:29]([CH3:31])[C:28]([OH:32])=[CH:27][CH:26]=1, predict the reaction product. (5) Given the reactants [C:1]([O:5][C:6](=[O:34])[NH:7][C@H:8]([C:18]1[C:23](Br)=[CH:22][CH:21]=[C:20]([C:25]#[C:26][C:27]2([OH:33])[CH2:32][CH2:31][O:30][CH2:29][CH2:28]2)[N:19]=1)[CH2:9][C:10]1[CH:15]=[C:14]([F:16])[CH:13]=[C:12]([F:17])[CH:11]=1)([CH3:4])([CH3:3])[CH3:2].[CH3:35][C:36]1[N:41]2[C:42](=[O:45])[NH:43][N:44]=[C:40]2[CH:39]=[CH:38][C:37]=1B1OC(C)(C)C(C)(C)O1.C([O-])(O)=O.[Na+].O1CCOCC1, predict the reaction product. The product is: [C:1]([O:5][C:6](=[O:34])[NH:7][C@H:8]([C:18]1[C:23]([C:37]2[CH:38]=[CH:39][C:40]3[N:41]([C:42](=[O:45])[NH:43][N:44]=3)[C:36]=2[CH3:35])=[CH:22][CH:21]=[C:20]([C:25]#[C:26][C:27]2([OH:33])[CH2:32][CH2:31][O:30][CH2:29][CH2:28]2)[N:19]=1)[CH2:9][C:10]1[CH:15]=[C:14]([F:16])[CH:13]=[C:12]([F:17])[CH:11]=1)([CH3:4])([CH3:3])[CH3:2]. (6) Given the reactants Cl[C:2]1[CH:3]=[CH:4][C:5]([N+:9]([O-:11])=[O:10])=[C:6]([CH:8]=1)[NH2:7].[O:12]1[CH2:17][CH2:16][N:15]([C:18]2[CH:23]=[CH:22][C:21](B(O)O)=[CH:20][CH:19]=2)[CH2:14][CH2:13]1.C([O-])([O-])=O.[Na+].[Na+], predict the reaction product. The product is: [N:15]1([C:18]2[CH:23]=[CH:22][C:21]([C:2]3[CH:3]=[CH:4][C:5]([N+:9]([O-:11])=[O:10])=[C:6]([NH2:7])[CH:8]=3)=[CH:20][CH:19]=2)[CH2:16][CH2:17][O:12][CH2:13][CH2:14]1. (7) The product is: [CH3:26][CH2:25][CH2:24][C:23]1[C:21]([NH:22][NH:50][C:49]2[CH:44]=[CH:45][C:46]([S:51]([OH:54])(=[O:52])=[O:53])=[CH:47][CH:48]=2)=[N:22][C:21](=[CH:23][C:24]2[C:25]([CH:31]=[CH2:32])=[C:26]([CH3:30])[C:27](=[O:28])[N:29]=2)[C:20]=1[CH3:19]. Given the reactants CC1C(CCC(O)=O)=C(CC2[NH:22][C:21](/[CH:23]=[C:24]3/[C:25]([CH:31]=[CH2:32])=[C:26]([CH3:30])[C:27]([NH:29]/3)=[O:28])=[C:20](C)[C:19]=2CCC(O)=O)NC=1/C=C1/C(C)=C(C=C)C(N/1)=O.[CH:44]1[C:49]([NH2:50])=[CH:48][CH:47]=[C:46]([S:51]([OH:54])(=[O:53])=[O:52])[CH:45]=1, predict the reaction product.